Dataset: Full USPTO retrosynthesis dataset with 1.9M reactions from patents (1976-2016). Task: Predict the reactants needed to synthesize the given product. (1) Given the product [C:90]([O:89][C:87](=[O:88])[CH2:86][C@H:73]([O:72]/[N:71]=[C:43](/[C:41]1[N:42]=[C:38]([NH:37][C:35]([O:34][C:30]([CH3:33])([CH3:32])[CH3:31])=[O:36])[S:39][CH:40]=1)\[C:44]([NH:46][C@@H:47]1[C:54](=[O:55])[N:53]2[C@@H:48]1[S:49][CH2:50][C:51]([CH2:68][N+:21]1([CH2:20][CH2:19][N:16]3[CH2:15][CH2:14][N:13]4[CH:26]=[C:9]([O:8][CH2:7][C:6]5[CH:5]=[CH:4][C:3]([O:2][CH3:1])=[CH:29][CH:28]=5)[C:10](=[O:27])[CH:11]=[C:12]4[C:17]3=[O:18])[CH2:22][CH2:23][CH2:24][CH2:25]1)=[C:52]2[C:56]([O:58][CH2:59][C:60]1[CH:61]=[CH:62][C:63]([O:66][CH3:67])=[CH:64][CH:65]=1)=[O:57])=[O:45])[C:74]([O:76][CH2:77][C:78]1[CH:83]=[CH:82][C:81]([O:84][CH3:85])=[CH:80][CH:79]=1)=[O:75])([CH3:93])([CH3:91])[CH3:92].[I-:69], predict the reactants needed to synthesize it. The reactants are: [CH3:1][O:2][C:3]1[CH:29]=[CH:28][C:6]([CH2:7][O:8][C:9]2[C:10](=[O:27])[CH:11]=[C:12]3[C:17](=[O:18])[N:16]([CH2:19][CH2:20][N:21]4[CH2:25][CH2:24][CH2:23][CH2:22]4)[CH2:15][CH2:14][N:13]3[CH:26]=2)=[CH:5][CH:4]=1.[C:30]([O:34][C:35]([NH:37][C:38]1[S:39][CH:40]=[C:41](/[C:43](=[N:71]/[O:72][C@@H:73]([CH2:86][C:87]([O:89][C:90]([CH3:93])([CH3:92])[CH3:91])=[O:88])[C:74]([O:76][CH2:77][C:78]2[CH:83]=[CH:82][C:81]([O:84][CH3:85])=[CH:80][CH:79]=2)=[O:75])/[C:44]([NH:46][C@@H:47]2[C:54](=[O:55])[N:53]3[C@@H:48]2[S@:49](=O)[CH2:50][C:51]([CH2:68][I:69])=[C:52]3[C:56]([O:58][CH2:59][C:60]2[CH:65]=[CH:64][C:63]([O:66][CH3:67])=[CH:62][CH:61]=2)=[O:57])=[O:45])[N:42]=1)=[O:36])([CH3:33])([CH3:32])[CH3:31].P(Br)(Br)Br.[Cl-].[Na+]. (2) Given the product [C:21]([O:25][C:26]([NH:28][C@@H:29]1[CH2:34][CH2:33][CH2:32][CH2:31][C@@H:30]1[NH:35][C:10]1[C:9]2[C:4](=[CH:5][CH:6]=[C:7]([CH3:13])[CH:8]=2)[N:3]=[C:2]([Cl:1])[N:11]=1)=[O:27])([CH3:24])([CH3:22])[CH3:23], predict the reactants needed to synthesize it. The reactants are: [Cl:1][C:2]1[N:11]=[C:10](Cl)[C:9]2[C:4](=[CH:5][CH:6]=[C:7]([CH3:13])[CH:8]=2)[N:3]=1.C(N(CC)CC)C.[C:21]([O:25][C:26]([NH:28][C@@H:29]1[CH2:34][CH2:33][CH2:32][CH2:31][C@@H:30]1[NH2:35])=[O:27])([CH3:24])([CH3:23])[CH3:22]. (3) Given the product [C:15]([O:9][CH2:8][C:7]1[CH:6]=[CH:5][C:4]([N+:1]([O-:3])=[O:2])=[CH:11][CH:10]=1)(=[O:16])[CH2:14][C:13]([CH3:12])=[O:17], predict the reactants needed to synthesize it. The reactants are: [N+:1]([C:4]1[CH:11]=[CH:10][C:7]([CH2:8][OH:9])=[CH:6][CH:5]=1)([O-:3])=[O:2].[CH2:12]=[C:13]1[O:17][C:15](=[O:16])[CH2:14]1.C(N(CC)CC)C. (4) Given the product [Cl:3][CH2:13][C:8]1[CH:9]=[CH:10][C:11]([CH3:12])=[C:6]([F:5])[CH:7]=1, predict the reactants needed to synthesize it. The reactants are: S(Cl)([Cl:3])=O.[F:5][C:6]1[CH:7]=[C:8]([CH2:13]O)[CH:9]=[CH:10][C:11]=1[CH3:12].